From a dataset of Forward reaction prediction with 1.9M reactions from USPTO patents (1976-2016). Predict the product of the given reaction. (1) Given the reactants [S:1]1([C:12]2[C:7](=[CH:8][CH:9]=[CH:10][CH:11]=2)[C:5](=O)[NH:4]1)(=[O:3])=[O:2].P(Cl)(Cl)(Cl)(Cl)[Cl:14], predict the reaction product. The product is: [Cl:14][C:5]1[C:7]2[CH:8]=[CH:9][CH:10]=[CH:11][C:12]=2[S:1](=[O:3])(=[O:2])[N:4]=1. (2) Given the reactants [Cl-].[CH2:2]([N+:6]1[CH:10]=[CH:9][N:8]([CH3:11])[CH:7]=1)[CH2:3][CH2:4][CH3:5].[F:12][C:13]([P:19]([C:26]([F:32])([F:31])[C:27]([F:30])([F:29])[F:28])(=[O:25])[O:20][Si](C)(C)C)([F:18])[C:14]([F:17])([F:16])[F:15], predict the reaction product. The product is: [F:18][C:13]([P:19]([C:26]([F:31])([F:32])[C:27]([F:30])([F:29])[F:28])(=[O:20])[O-:25])([F:12])[C:14]([F:17])([F:16])[F:15].[CH2:2]([N+:6]1[CH:10]=[CH:9][N:8]([CH3:11])[CH:7]=1)[CH2:3][CH2:4][CH3:5]. (3) Given the reactants [C:1]1([CH3:19])[CH:6]=[CH:5][C:4]([S:7]([N:10]2[CH2:15][CH2:14][S:13][CH2:12][C@H:11]2[C:16]([OH:18])=[O:17])(=[O:9])=[O:8])=[CH:3][CH:2]=1.[CH3:20][C:21]1[N:26]=[C:25]([CH2:27][CH2:28][CH2:29]O)[CH:24]=[CH:23][CH:22]=1.C1CCC(N=C=NC2CCCCC2)CC1, predict the reaction product. The product is: [CH3:20][C:21]1[N:26]=[C:25]([CH2:27][CH2:28][CH2:29][O:17][C:16]([C@@H:11]2[CH2:12][S:13][CH2:14][CH2:15][N:10]2[S:7]([C:4]2[CH:3]=[CH:2][C:1]([CH3:19])=[CH:6][CH:5]=2)(=[O:9])=[O:8])=[O:18])[CH:24]=[CH:23][CH:22]=1. (4) Given the reactants CN1CCN([C:7]2[CH:12]=[CH:11][CH:10]=[C:9]([N:13]3[N:17]=[N:16][C:15]([C:18]4[CH:23]=[CH:22][CH:21]=[CH:20][N:19]=4)=[N:14]3)[CH:8]=2)C1=O.[Br:25]C1C=CC(N)=CC=1.N1C=CC=CC=1C=O, predict the reaction product. The product is: [Br:25][C:12]1[CH:11]=[CH:10][C:9]([N:13]2[N:17]=[N:16][C:15]([C:18]3[CH:23]=[CH:22][CH:21]=[CH:20][N:19]=3)=[N:14]2)=[CH:8][CH:7]=1. (5) Given the reactants C([O:3][C:4](=[O:18])[C:5]([NH:7][C:8]1[CH:17]=[CH:16][C:11]2[NH:12][C:13](=[O:15])[S:14][C:10]=2[CH:9]=1)=[O:6])C.[OH-].[K+].FC1C=CC(CC2CCN(C(=O)C(O)=O)CC2)=CC=1, predict the reaction product. The product is: [O:15]=[C:13]1[NH:12][C:11]2[CH:16]=[CH:17][C:8]([NH:7][C:5](=[O:6])[C:4]([OH:18])=[O:3])=[CH:9][C:10]=2[S:14]1. (6) Given the reactants C[O:2][C:3]([C:5]1[CH:10]=[CH:9][C:8]([N:11]2[CH2:16][CH2:15][N:14]([C:17]([O:19][C:20]([CH3:23])([CH3:22])[CH3:21])=[O:18])[CH2:13][CH2:12]2)=[C:7](/[CH:24]=[CH:25]\[CH3:26])[CH:6]=1)=[O:4].[OH-].[Na+].Cl, predict the reaction product. The product is: [C:20]([O:19][C:17]([N:14]1[CH2:15][CH2:16][N:11]([C:8]2[CH:9]=[CH:10][C:5]([C:3]([OH:4])=[O:2])=[CH:6][C:7]=2/[CH:24]=[CH:25]\[CH3:26])[CH2:12][CH2:13]1)=[O:18])([CH3:23])([CH3:22])[CH3:21].